From a dataset of Forward reaction prediction with 1.9M reactions from USPTO patents (1976-2016). Predict the product of the given reaction. (1) Given the reactants [Cl:1][C:2]1[CH:9]=[CH:8][CH:7]=[C:6]([N:10]2[CH2:14][CH2:13][CH2:12][CH2:11]2)[C:3]=1[CH:4]=O.[N:15]1([C:21]([O:23][C:24]([CH3:27])([CH3:26])[CH3:25])=[O:22])[CH2:20][CH2:19][NH:18][CH2:17][CH2:16]1.ClCCl.C(O[BH-](OC(=O)C)OC(=O)C)(=O)C.[Na+], predict the reaction product. The product is: [Cl:1][C:2]1[CH:9]=[CH:8][CH:7]=[C:6]([N:10]2[CH2:14][CH2:13][CH2:12][CH2:11]2)[C:3]=1[CH2:4][N:18]1[CH2:17][CH2:16][N:15]([C:21]([O:23][C:24]([CH3:27])([CH3:26])[CH3:25])=[O:22])[CH2:20][CH2:19]1. (2) Given the reactants [CH3:1][O:2][C:3]1[CH:20]=[CH:19][C:6]([CH2:7][N:8]2[CH:17]=[C:16]3[C:10]([NH:11][CH2:12][CH2:13][CH2:14][C:15]3=[O:18])=[N:9]2)=[CH:5][CH:4]=1.Cl[CH2:22][C:23]1[CH:28]=[CH:27][N:26]=[CH:25][CH:24]=1.C([O-])([O-])=O.[K+].[K+].[Li+].[Br-], predict the reaction product. The product is: [CH3:1][O:2][C:3]1[CH:4]=[CH:5][C:6]([CH2:7][N:8]2[CH:17]=[C:16]3[C:10]([N:11]([CH2:22][C:23]4[CH:28]=[CH:27][N:26]=[CH:25][CH:24]=4)[CH2:12][CH2:13][CH2:14][C:15]3=[O:18])=[N:9]2)=[CH:19][CH:20]=1. (3) Given the reactants [CH3:1][O:2][C:3]1[CH:8]=[CH:7][C:6]([S:9]([C:12]2([C:25]([OH:27])=O)[CH2:17][CH2:16][N:15]([CH2:18][C:19]3[CH:24]=[CH:23][CH:22]=[CH:21][CH:20]=3)[CH2:14][CH2:13]2)(=[O:11])=[O:10])=[CH:5][CH:4]=1.C(Cl)(=O)C(Cl)=O.Cl.C([N:37](CC)CC)C.C1COCC1.[OH2:47], predict the reaction product. The product is: [OH:47][NH:37][C:25]([C:12]1([S:9]([C:6]2[CH:7]=[CH:8][C:3]([O:2][CH3:1])=[CH:4][CH:5]=2)(=[O:11])=[O:10])[CH2:17][CH2:16][N:15]([CH2:18][C:19]2[CH:24]=[CH:23][CH:22]=[CH:21][CH:20]=2)[CH2:14][CH2:13]1)=[O:27]. (4) Given the reactants Cl[C:2]1[C:3]2[C:4](=[CH:18][N:19](CC3C=CC(OC)=CC=3)[N:20]=2)[N:5]=[C:6]([C:8]2[CH:9]=[C:10]([S:14]([NH2:17])(=[O:16])=[O:15])[CH:11]=[CH:12][CH:13]=2)[N:7]=1.[CH3:30][O:31][C:32]1[CH:33]=[C:34]([CH:36]=[CH:37][C:38]=1[O:39][CH3:40])[NH2:35].Cl, predict the reaction product. The product is: [CH3:30][O:31][C:32]1[CH:33]=[C:34]([NH:35][C:2]2[C:3]3[NH:20][N:19]=[CH:18][C:4]=3[N:5]=[C:6]([C:8]3[CH:9]=[C:10]([S:14]([NH2:17])(=[O:16])=[O:15])[CH:11]=[CH:12][CH:13]=3)[N:7]=2)[CH:36]=[CH:37][C:38]=1[O:39][CH3:40]. (5) The product is: [F:10][C:8]([F:9])([F:11])[C:6]1[CH:5]=[CH:4][N:3]=[C:2]([NH:1][C:19](=[O:20])[O:18][C:12]2[CH:17]=[CH:16][CH:15]=[CH:14][CH:13]=2)[CH:7]=1. Given the reactants [NH2:1][C:2]1[CH:7]=[C:6]([C:8]([F:11])([F:10])[F:9])[CH:5]=[CH:4][N:3]=1.[C:12]1([O:18][C:19](Cl)=[O:20])[CH:17]=[CH:16][CH:15]=[CH:14][CH:13]=1.N1C=CC=CC=1, predict the reaction product. (6) Given the reactants [OH:1][C:2]1[CH:3]=[C:4]2[C:8](=[CH:9][CH:10]=1)[NH:7][CH:6]=[CH:5]2.C([BH3-])#N.[Na+].B(F)(F)F.CCOCC, predict the reaction product. The product is: [OH:1][C:2]1[CH:3]=[C:4]2[C:8](=[CH:9][CH:10]=1)[NH:7][CH2:6][CH2:5]2. (7) Given the reactants C(OC([N:8]1[CH2:13][CH2:12][CH2:11][C@H:10]([C:14]2[N:18]=[C:17]([C:19]3[NH:20][CH:21]=[C:22]([CH3:24])[CH:23]=3)[O:16][N:15]=2)[CH2:9]1)=O)(C)(C)C.[Cl:25]CCl, predict the reaction product. The product is: [ClH:25].[CH3:24][C:22]1[CH:23]=[C:19]([C:17]2[O:16][N:15]=[C:14]([C@H:10]3[CH2:11][CH2:12][CH2:13][NH:8][CH2:9]3)[N:18]=2)[NH:20][CH:21]=1. (8) The product is: [Cl:45][C:27]1[CH:26]=[C:25]([NH:24][C:22]2[C:23]3[N:15]([CH2:14][CH2:13][O:12][CH2:11][CH2:10][OH:9])[CH:16]=[CH:17][C:18]=3[N:19]=[CH:20][N:21]=2)[CH:44]=[CH:43][C:28]=1[O:29][CH:30]1[CH2:35][CH2:34][N:33]([C:36]([O:38][C:39]([CH3:40])([CH3:41])[CH3:42])=[O:37])[CH2:32][CH2:31]1. Given the reactants C([O:9][CH2:10][CH2:11][O:12][CH2:13][CH2:14][N:15]1[C:23]2[C:22]([NH:24][C:25]3[CH:44]=[CH:43][C:28]([O:29][CH:30]4[CH2:35][CH2:34][N:33]([C:36]([O:38][C:39]([CH3:42])([CH3:41])[CH3:40])=[O:37])[CH2:32][CH2:31]4)=[C:27]([Cl:45])[CH:26]=3)=[N:21][CH:20]=[N:19][C:18]=2[CH:17]=[CH:16]1)(=O)C1C=CC=CC=1.O, predict the reaction product. (9) Given the reactants [F:1][C:2]1[C:9]([F:10])=[CH:8][CH:7]=[C:6]([O:11][CH3:12])[C:3]=1[CH2:4]O.S(Cl)([Cl:15])=O.O, predict the reaction product. The product is: [F:1][C:2]1[C:9]([F:10])=[CH:8][CH:7]=[C:6]([O:11][CH3:12])[C:3]=1[CH2:4][Cl:15].